This data is from Peptide-MHC class II binding affinity with 134,281 pairs from IEDB. The task is: Regression. Given a peptide amino acid sequence and an MHC pseudo amino acid sequence, predict their binding affinity value. This is MHC class II binding data. The peptide sequence is AFKVAATAARAAPAN. The MHC is DRB1_0401 with pseudo-sequence DRB1_0401. The binding affinity (normalized) is 0.855.